Predict which catalyst facilitates the given reaction. From a dataset of Catalyst prediction with 721,799 reactions and 888 catalyst types from USPTO. (1) Reactant: ON1C2N=CC=CC=2N=N1.C(N(CC)CC)C.[NH:18]1[C:26]2[C:21](=[CH:22][CH:23]=[C:24]([C:27]([OH:29])=O)[CH:25]=2)[CH:20]=[CH:19]1.[NH:30]1[CH2:34][CH2:33][C@@H:32]([NH:35][C:36](=[O:42])[O:37][C:38]([CH3:41])([CH3:40])[CH3:39])[CH2:31]1. Product: [NH:18]1[C:26]2[C:21](=[CH:22][CH:23]=[C:24]([C:27]([N:30]3[CH2:34][CH2:33][C@@H:32]([NH:35][C:36](=[O:42])[O:37][C:38]([CH3:40])([CH3:39])[CH3:41])[CH2:31]3)=[O:29])[CH:25]=2)[CH:20]=[CH:19]1. The catalyst class is: 18. (2) Reactant: [H-].[Na+].[O:3]([C:10]1[C:15]([O:16][CH2:17][CH2:18][CH2:19][C:20]2[CH:25]=[CH:24][N:23]=[CH:22][C:21]=2[OH:26])=[CH:14][CH:13]=[CH:12][N:11]=1)[C:4]1[CH:9]=[CH:8][CH:7]=[CH:6][CH:5]=1.COC[O:30][CH2:31][CH2:32]Br.C(Cl)(Cl)Cl. Product: [O:3]([C:10]1[C:15]([O:16][CH2:17][CH2:18][CH2:19][C:20]2[CH:25]=[CH:24][N:23]=[CH:22][C:21]=2[O:26][CH2:32][CH2:31][OH:30])=[CH:14][CH:13]=[CH:12][N:11]=1)[C:4]1[CH:9]=[CH:8][CH:7]=[CH:6][CH:5]=1. The catalyst class is: 3. (3) Reactant: CC(OI1(OC(C)=O)(OC(C)=O)OC(=O)C2C=CC=CC1=2)=O.[CH2:23]([N:30]([CH2:49][CH2:50][OH:51])[C:31]([CH:33]1[C:36]2[CH:37]=[C:38]([O:41][CH2:42][C:43]3[CH:48]=[CH:47][CH:46]=[CH:45][CH:44]=3)[CH:39]=[CH:40][C:35]=2[CH2:34]1)=[O:32])[C:24]1[CH:29]=[CH:28][CH:27]=[CH:26][CH:25]=1.C([O-])(O)=O.[Na+]. Product: [CH2:23]([N:30]([CH2:49][CH:50]=[O:51])[C:31]([CH:33]1[C:36]2[CH:37]=[C:38]([O:41][CH2:42][C:43]3[CH:44]=[CH:45][CH:46]=[CH:47][CH:48]=3)[CH:39]=[CH:40][C:35]=2[CH2:34]1)=[O:32])[C:24]1[CH:29]=[CH:28][CH:27]=[CH:26][CH:25]=1. The catalyst class is: 46. (4) Reactant: [CH2:1]([O:8][C:9]1[C:10]2[N:11]([C:15]([C:18]3[CH:23]=[CH:22][N:21]=[C:20](Cl)[N:19]=3)=[CH:16][N:17]=2)[CH:12]=[CH:13][CH:14]=1)[C:2]1[CH:7]=[CH:6][CH:5]=[CH:4][CH:3]=1.[NH2:25][CH:26]1[CH2:31][CH2:30][CH:29]([NH:32][S:33]([CH3:36])(=[O:35])=[O:34])[CH2:28][CH2:27]1. Product: [CH2:1]([O:8][C:9]1[C:10]2[N:11]([C:15]([C:18]3[CH:23]=[CH:22][N:21]=[C:20]([NH:25][CH:26]4[CH2:31][CH2:30][CH:29]([NH:32][S:33]([CH3:36])(=[O:35])=[O:34])[CH2:28][CH2:27]4)[N:19]=3)=[CH:16][N:17]=2)[CH:12]=[CH:13][CH:14]=1)[C:2]1[CH:7]=[CH:6][CH:5]=[CH:4][CH:3]=1. The catalyst class is: 179. (5) Reactant: [C:1]([O:4][C:5](=[O:7])[CH3:6])(=O)[CH3:2].OCC[N:11]([CH2:18][CH2:19][C:20]([O:22][CH3:23])=[O:21])[CH2:12][CH2:13][C:14]([O:16][CH3:17])=[O:15].C(N(CC)CC)C.C1COCC1. Product: [C:5]([O:4][CH2:1][CH2:2][N:11]([CH2:12][CH2:13][C:14]([O:16][CH3:17])=[O:15])[CH2:18][CH2:19][C:20]([O:22][CH3:23])=[O:21])(=[O:7])[CH3:6]. The catalyst class is: 777. (6) Reactant: [C:1]([NH:6][CH2:7][C:8]1[CH:16]=[CH:15][C:11]([C:12]([OH:14])=O)=[CH:10][CH:9]=1)(=[O:5])[CH:2]([CH3:4])[CH3:3].Cl.[CH2:18]([O:20][CH2:21][C@@H:22]1[CH2:27][CH2:26][CH2:25][N:24]([CH2:28][C@H:29]2[CH2:34][CH2:33][CH2:32][CH2:31][C@@H:30]2[NH2:35])[CH2:23]1)[CH3:19].CN(C(ON1N=NC2C=CC=NC1=2)=[N+](C)C)C.F[P-](F)(F)(F)(F)F.C(N(C(C)C)CC)(C)C. Product: [CH2:18]([O:20][CH2:21][C@@H:22]1[CH2:27][CH2:26][CH2:25][N:24]([CH2:28][C@H:29]2[CH2:34][CH2:33][CH2:32][CH2:31][C@@H:30]2[NH:35][C:12](=[O:14])[C:11]2[CH:10]=[CH:9][C:8]([CH2:7][NH:6][C:1](=[O:5])[CH:2]([CH3:3])[CH3:4])=[CH:16][CH:15]=2)[CH2:23]1)[CH3:19]. The catalyst class is: 3. (7) Reactant: O.Cl.[Cl:3][C:4]1[C:5]([CH3:26])=[C:6]([S:10]([NH:13][C:14]2[S:15][CH:16]=[C:17]([CH2:19][CH2:20][CH2:21][NH:22][CH2:23][CH2:24][OH:25])[N:18]=2)(=[O:12])=[O:11])[CH:7]=[CH:8][CH:9]=1.Cl[CH2:28][C:29](Cl)=[O:30].[OH-].[K+]. Product: [Cl:3][C:4]1[C:5]([CH3:26])=[C:6]([S:10]([NH:13][C:14]2[S:15][CH:16]=[C:17]([CH2:19][CH2:20][CH2:21][N:22]3[CH2:23][CH2:24][O:25][CH2:28][C:29]3=[O:30])[N:18]=2)(=[O:11])=[O:12])[CH:7]=[CH:8][CH:9]=1. The catalyst class is: 90.